This data is from Full USPTO retrosynthesis dataset with 1.9M reactions from patents (1976-2016). The task is: Predict the reactants needed to synthesize the given product. (1) Given the product [CH3:47][Si:48]([CH3:50])([CH3:49])[C:51]#[C:52][C:2]1[CH:10]=[CH:9][CH:8]=[C:7]2[C:3]=1[C:4]([O:11][C@@H:12]1[O:38][C@H:37]([CH2:39][O:40][C:41](=[O:46])[C:42]([CH3:45])([CH3:44])[CH3:43])[C@@H:29]([O:30][C:31](=[O:36])[C:32]([CH3:33])([CH3:34])[CH3:35])[C@H:21]([O:22][C:23](=[O:28])[C:24]([CH3:25])([CH3:26])[CH3:27])[C@H:13]1[O:14][C:15](=[O:20])[C:16]([CH3:19])([CH3:18])[CH3:17])=[N:5][NH:6]2, predict the reactants needed to synthesize it. The reactants are: Br[C:2]1[CH:10]=[CH:9][CH:8]=[C:7]2[C:3]=1[C:4]([O:11][C@@H:12]1[O:38][C@H:37]([CH2:39][O:40][C:41](=[O:46])[C:42]([CH3:45])([CH3:44])[CH3:43])[C@@H:29]([O:30][C:31](=[O:36])[C:32]([CH3:35])([CH3:34])[CH3:33])[C@H:21]([O:22][C:23](=[O:28])[C:24]([CH3:27])([CH3:26])[CH3:25])[C@H:13]1[O:14][C:15](=[O:20])[C:16]([CH3:19])([CH3:18])[CH3:17])=[N:5][NH:6]2.[CH3:47][Si:48]([C:51]#[CH:52])([CH3:50])[CH3:49]. (2) Given the product [CH2:21]([N:23]([CH2:24][CH3:25])[C:5]1([C:3]([C:11]2[CH:16]=[CH:15][C:14]([S:17]([CH3:20])(=[O:19])=[O:18])=[CH:13][CH:12]=2)=[O:4])[CH2:10][CH2:9][CH2:8][CH2:7][CH2:6]1)[CH3:22], predict the reactants needed to synthesize it. The reactants are: CO[C:3]1([C:11]2[CH:16]=[CH:15][C:14]([S:17]([CH3:20])(=[O:19])=[O:18])=[CH:13][CH:12]=2)[C:5]2([CH2:10][CH2:9][CH2:8][CH2:7][CH2:6]2)[O:4]1.[CH2:21]([NH:23][CH2:24][CH3:25])[CH3:22].CSC1C=CC(C(C2(N3CCCC3)CCCCC2)=O)=CC=1. (3) Given the product [Br:41][C:22]1[CH:23]=[CH:24][C:19]2[NH:18][C:17]3[N:26]=[C:27]([C:30]([F:32])([F:33])[F:31])[CH:28]=[CH:29][C:16]=3[CH2:15][N:14]([S:11]([C:8]3[CH:7]=[CH:6][C:5]([C:1]([CH3:4])([CH3:2])[CH3:3])=[CH:10][CH:9]=3)(=[O:12])=[O:13])[C:20]=2[C:21]=1[CH3:25], predict the reactants needed to synthesize it. The reactants are: [C:1]([C:5]1[CH:10]=[CH:9][C:8]([S:11]([N:14]2[C:20]3[C:21]([CH3:25])=[CH:22][CH:23]=[CH:24][C:19]=3[NH:18][C:17]3[N:26]=[C:27]([C:30]([F:33])([F:32])[F:31])[CH:28]=[CH:29][C:16]=3[CH2:15]2)(=[O:13])=[O:12])=[CH:7][CH:6]=1)([CH3:4])([CH3:3])[CH3:2].C1C(=O)N([Br:41])C(=O)C1. (4) Given the product [OH:2][C:3]1[CH:8]=[CH:7][C:6]([CH2:9][CH2:10][C:11]([O:13][CH2:14][CH3:15])=[O:12])=[C:5]([C:16]([F:17])([F:18])[F:19])[C:4]=1[CH3:20], predict the reactants needed to synthesize it. The reactants are: C[O:2][C:3]1[CH:8]=[CH:7][C:6]([CH2:9][CH2:10][C:11]([O:13][CH2:14][CH3:15])=[O:12])=[C:5]([C:16]([F:19])([F:18])[F:17])[C:4]=1[CH3:20].B(Br)(Br)Br. (5) The reactants are: CS(O[CH2:6][CH2:7][N:8]1[C:12](=[O:13])[C:11]2[CH:14]=[C:15]([Br:17])[S:16][C:10]=2[C:9]1([CH3:19])[CH3:18])(=O)=O.[CH2:20]1[C:22]2([CH2:28][NH:27][CH2:26][CH2:25][O:24][CH2:23]2)[CH2:21]1. Given the product [Br:17][C:15]1[S:16][C:10]2[C:9]([CH3:19])([CH3:18])[N:8]([CH2:7][CH2:6][N:27]3[CH2:28][C:22]4([CH2:20][CH2:21]4)[CH2:23][O:24][CH2:25][CH2:26]3)[C:12](=[O:13])[C:11]=2[CH:14]=1, predict the reactants needed to synthesize it. (6) Given the product [CH3:1][C:2]1[CH:3]=[CH:4][C:5]([C:8]2[O:12][N:11]=[CH:10][C:9]=2[C:13]([N:16]2[CH2:20][CH2:19][CH2:18][CH2:17]2)=[O:15])=[CH:6][CH:7]=1, predict the reactants needed to synthesize it. The reactants are: [CH3:1][C:2]1[CH:7]=[CH:6][C:5]([C:8]2[O:12][N:11]=[CH:10][C:9]=2[C:13]([OH:15])=O)=[CH:4][CH:3]=1.[NH:16]1[CH2:20][CH2:19][CH2:18][CH2:17]1. (7) Given the product [F:1][C:2]1[CH:3]=[CH:4][C:5]([C:6]([NH:8][CH2:9][C:10]2([C:24]([F:26])([F:25])[F:27])[C:15]3[CH:16]=[C:17]([C:20]([NH:32][CH3:31])=[O:22])[CH:18]=[CH:19][C:14]=3[NH:13][C:12](=[O:23])[O:11]2)=[O:7])=[CH:28][CH:29]=1, predict the reactants needed to synthesize it. The reactants are: [F:1][C:2]1[CH:29]=[CH:28][C:5]([C:6]([NH:8][CH2:9][C:10]2([C:24]([F:27])([F:26])[F:25])[C:15]3[CH:16]=[C:17]([C:20]([OH:22])=O)[CH:18]=[CH:19][C:14]=3[NH:13][C:12](=[O:23])[O:11]2)=[O:7])=[CH:4][CH:3]=1.C1N=C[N:32](C(N2C=NC=C2)=O)[CH:31]=1.CN.